From a dataset of Full USPTO retrosynthesis dataset with 1.9M reactions from patents (1976-2016). Predict the reactants needed to synthesize the given product. (1) The reactants are: [Cl:1][C:2]1[CH:22]=[CH:21][C:5]([CH2:6][NH:7][C:8]([C:10]2[C:11]([OH:20])=[C:12]3[CH:18]=[C:17](I)[S:16][C:13]3=[N:14][CH:15]=2)=[O:9])=[CH:4][CH:3]=1.[CH2:23]([OH:26])[C:24]#[CH:25]. Given the product [Cl:1][C:2]1[CH:22]=[CH:21][C:5]([CH2:6][NH:7][C:8]([C:10]2[C:11]([OH:20])=[C:12]3[CH:18]=[C:17]([C:25]#[C:24][CH2:23][OH:26])[S:16][C:13]3=[N:14][CH:15]=2)=[O:9])=[CH:4][CH:3]=1, predict the reactants needed to synthesize it. (2) Given the product [Cl:18][C:19]1[CH:26]=[CH:25][C:22]([CH2:23][NH:24][C:12](=[O:14])[C:11](=[N:10][NH:9][C:6]2[CH:5]=[CH:4][C:3]([C:2]([F:1])([F:17])[F:16])=[CH:8][CH:7]=2)[CH3:15])=[CH:21][CH:20]=1, predict the reactants needed to synthesize it. The reactants are: [F:1][C:2]([F:17])([F:16])[C:3]1[CH:8]=[CH:7][C:6]([NH:9][N:10]=[C:11]([CH3:15])[C:12]([OH:14])=O)=[CH:5][CH:4]=1.[Cl:18][C:19]1[CH:26]=[CH:25][C:22]([CH2:23][NH2:24])=[CH:21][CH:20]=1.Cl.CN(C)CCCN=C=NCC. (3) Given the product [Cl:1][C:2]1[N:7]=[CH:6][C:5]([O:8][CH2:15][CH3:16])=[CH:4][N:3]=1, predict the reactants needed to synthesize it. The reactants are: [Cl:1][C:2]1[N:7]=[CH:6][C:5]([OH:8])=[CH:4][N:3]=1.C([O-])([O-])=O.[K+].[K+].[CH2:15](I)[CH3:16]. (4) Given the product [Br:1][C:2]1[CH:3]=[C:4]([NH:8][C:9]2[C:18]3[C:13](=[CH:14][N:15]=[C:16]([C:19]#[CH:20])[CH:17]=3)[N:12]=[CH:11][C:10]=2[C:25]#[N:26])[CH:5]=[CH:6][CH:7]=1, predict the reactants needed to synthesize it. The reactants are: [Br:1][C:2]1[CH:3]=[C:4]([NH:8][C:9]2[C:18]3[C:13](=[CH:14][N:15]=[C:16]([C:19]#[C:20][Si](C)(C)C)[CH:17]=3)[N:12]=[CH:11][C:10]=2[C:25]#[N:26])[CH:5]=[CH:6][CH:7]=1.[F-].C([N+](CCCC)(CCCC)CCCC)CCC.O1CCCC1. (5) Given the product [F:1][C:2]1[CH:3]=[CH:4][C:5]([C:8]2[CH:12]=[CH:11][N:10]([CH2:26][C@@H:25]([NH:27][C:28](=[O:29])[O:30][C:31]([CH3:32])([CH3:34])[CH3:33])[CH3:24])[N:9]=2)=[N:6][CH:7]=1, predict the reactants needed to synthesize it. The reactants are: [F:1][C:2]1[CH:3]=[CH:4][C:5]([C:8]2[CH:12]=[CH:11][NH:10][N:9]=2)=[N:6][CH:7]=1.C([O-])([O-])=O.[Cs+].[Cs+].CS(O[CH2:24][C@@H:25]([NH:27][C:28]([O:30][C:31]([CH3:34])([CH3:33])[CH3:32])=[O:29])[CH3:26])(=O)=O.O. (6) Given the product [F:13][CH:12]([F:14])[O:11][C:3]1[CH:4]=[C:5]([N+:8]([O-:10])=[O:9])[CH:6]=[CH:7][C:2]=1[O:34][CH:31]1[CH2:30][CH2:29][N:28]([C:21]([O:23][C:24]([CH3:27])([CH3:26])[CH3:25])=[O:22])[CH2:33][CH2:32]1, predict the reactants needed to synthesize it. The reactants are: Cl[C:2]1[CH:7]=[CH:6][C:5]([N+:8]([O-:10])=[O:9])=[CH:4][C:3]=1[O:11][CH:12]([F:14])[F:13].CC(C)([O-])C.[K+].[C:21]([N:28]1[CH2:33][CH2:32][CH:31]([OH:34])[CH2:30][CH2:29]1)([O:23][C:24]([CH3:27])([CH3:26])[CH3:25])=[O:22]. (7) The reactants are: Cl[S:2]([C:5]1[CH:9]=[CH:8][S:7][C:6]=1[CH2:10][O:11][C:12]1[CH:17]=[CH:16][C:15]2[O:18][CH2:19][O:20][C:14]=2[C:13]=1[Cl:21])(=[O:4])=[O:3].[NH2:22][C:23]1[O:27][N:26]=[C:25]([CH3:28])[C:24]=1[Br:29]. Given the product [Br:29][C:24]1[C:25]([CH3:28])=[N:26][O:27][C:23]=1[NH:22][S:2]([C:5]1[CH:9]=[CH:8][S:7][C:6]=1[CH2:10][O:11][C:12]1[CH:17]=[CH:16][C:15]2[O:18][CH2:19][O:20][C:14]=2[C:13]=1[Cl:21])(=[O:4])=[O:3], predict the reactants needed to synthesize it. (8) The reactants are: [Cl:1][C:2]1[CH:3]=[N:4][CH:5]=[C:6]([Cl:26])[C:7]=1[S:8][C:9]1[S:13][C:12]([C:14]([NH:16][CH:17]2[CH2:22][CH2:21][NH:20][CH2:19][CH2:18]2)=[O:15])=[CH:11][C:10]=1[N+:23]([O-:25])=[O:24].[CH3:27][S:28](Cl)(=[O:30])=[O:29]. Given the product [Cl:1][C:2]1[CH:3]=[N:4][CH:5]=[C:6]([Cl:26])[C:7]=1[S:8][C:9]1[S:13][C:12]([C:14]([NH:16][CH:17]2[CH2:22][CH2:21][N:20]([S:28]([CH3:27])(=[O:30])=[O:29])[CH2:19][CH2:18]2)=[O:15])=[CH:11][C:10]=1[N+:23]([O-:25])=[O:24], predict the reactants needed to synthesize it.